Dataset: Full USPTO retrosynthesis dataset with 1.9M reactions from patents (1976-2016). Task: Predict the reactants needed to synthesize the given product. (1) Given the product [C:36]([O:35][C:33]([N:4]1[CH2:5][CH2:6][C@H:7]([C:8]2[N:9]([CH2:24][CH2:25][OH:26])[CH:10]=[C:11]([C:13]3[CH:18]=[CH:17][C:16]([F:19])=[C:15]([C:20]([F:21])([F:23])[F:22])[CH:14]=3)[N:12]=2)[C@H:2]([F:1])[CH2:3]1)=[O:34])([CH3:39])([CH3:37])[CH3:38].[C:36]([O:35][C:33]([N:4]1[CH2:5][CH2:6][C@@H:7]([C:8]2[N:9]([CH2:24][CH2:25][OH:26])[CH:10]=[C:11]([C:13]3[CH:18]=[CH:17][C:16]([F:19])=[C:15]([C:20]([F:21])([F:23])[F:22])[CH:14]=3)[N:12]=2)[C@H:2]([F:1])[CH2:3]1)=[O:34])([CH3:39])([CH3:37])[CH3:38], predict the reactants needed to synthesize it. The reactants are: [F:1][CH:2]1[CH:7]([C:8]2[N:9]([CH2:24][CH2:25][O:26]C3CCCCO3)[CH:10]=[C:11]([C:13]3[CH:18]=[CH:17][C:16]([F:19])=[C:15]([C:20]([F:23])([F:22])[F:21])[CH:14]=3)[N:12]=2)[CH2:6][CH2:5][N:4]([C:33]([O:35][C:36]([CH3:39])([CH3:38])[CH3:37])=[O:34])[CH2:3]1.O.C1(C)C=CC(S(O)(=O)=O)=CC=1. (2) The reactants are: Cl.[NH2:2][C@@H:3]1[CH2:8][CH2:7][C@H:6]([NH:9][C:10]([C:12]2[C:16]3[N:17]=[CH:18][N:19]=[C:20]([C:21]4[CH:26]=[C:25]([CH3:27])[C:24]([F:28])=[CH:23][C:22]=4[O:29][CH2:30][CH:31]4[CH2:33][CH2:32]4)[C:15]=3[NH:14][C:13]=2[CH3:34])=[O:11])[CH2:5][CH2:4]1.[C:35](Cl)(=[O:37])[CH3:36]. Given the product [C:35]([NH:2][C@@H:3]1[CH2:8][CH2:7][C@H:6]([NH:9][C:10]([C:12]2[C:16]3[N:17]=[CH:18][N:19]=[C:20]([C:21]4[CH:26]=[C:25]([CH3:27])[C:24]([F:28])=[CH:23][C:22]=4[O:29][CH2:30][CH:31]4[CH2:32][CH2:33]4)[C:15]=3[NH:14][C:13]=2[CH3:34])=[O:11])[CH2:5][CH2:4]1)(=[O:37])[CH3:36], predict the reactants needed to synthesize it. (3) Given the product [NH2:1][C:4]1[CH:5]=[CH:6][C:7]([CH:10]([CH3:14])[C:11]([OH:13])=[O:12])=[CH:8][CH:9]=1, predict the reactants needed to synthesize it. The reactants are: [N+:1]([C:4]1[CH:9]=[CH:8][C:7]([CH:10]([CH3:14])[C:11]([OH:13])=[O:12])=[CH:6][CH:5]=1)([O-])=O. (4) Given the product [Br:1][C:2]1[N:7]=[N:6][C:5]([NH:8][CH2:14][C:13]2[CH:16]=[CH:17][C:10]([Cl:9])=[CH:11][CH:12]=2)=[CH:4][CH:3]=1, predict the reactants needed to synthesize it. The reactants are: [Br:1][C:2]1[N:7]=[N:6][C:5]([NH2:8])=[CH:4][CH:3]=1.[Cl:9][C:10]1[CH:17]=[CH:16][C:13]([CH:14]=O)=[CH:12][CH:11]=1.C([SiH](CC)CC)C.FC(F)(F)C(O)=O.